From a dataset of Forward reaction prediction with 1.9M reactions from USPTO patents (1976-2016). Predict the product of the given reaction. (1) Given the reactants [N+]([O-])(O)=O.[N+:5]([C:8]1[CH:18]=[CH:17][C:11]2[CH2:12][CH2:13][NH:14][CH2:15][CH2:16][C:10]=2[CH:9]=1)([O-:7])=[O:6].C(=O)([O-])[O-].[F:23][C:24]([F:29])([F:28])[C@@H:25]1[CH2:27][O:26]1, predict the reaction product. The product is: [F:23][C:24]([F:29])([F:28])[C@@H:25]([OH:26])[CH2:27][N:14]1[CH2:15][CH2:16][C:10]2[CH:9]=[C:8]([N+:5]([O-:7])=[O:6])[CH:18]=[CH:17][C:11]=2[CH2:12][CH2:13]1. (2) Given the reactants [CH3:1][O:2][C:3]1[CH:11]=[C:10]([CH3:12])[CH:9]=[CH:8][C:4]=1[C:5]([OH:7])=[O:6].[Br:13]N1C(=O)CCC1=O.CC(N=NC(C#N)(C)C)(C#N)C, predict the reaction product. The product is: [Br:13][CH2:12][C:10]1[CH:9]=[CH:8][C:4]([C:5]([OH:7])=[O:6])=[C:3]([O:2][CH3:1])[CH:11]=1.